From a dataset of Catalyst prediction with 721,799 reactions and 888 catalyst types from USPTO. Predict which catalyst facilitates the given reaction. (1) Reactant: [NH:1]1[CH2:6][CH2:5][CH:4]([O:7][CH:8]2[CH2:13][CH2:12][N:11]([C:14]([O:16][C:17]([CH3:20])([CH3:19])[CH3:18])=[O:15])[CH2:10][CH2:9]2)[CH2:3][CH2:2]1.F[C:22]1[CH:29]=[CH:28][C:25]([C:26]#[N:27])=[CH:24][CH:23]=1.C(=O)([O-])[O-].[K+].[K+]. Product: [C:17]([O:16][C:14]([N:11]1[CH2:10][CH2:9][CH:8]([O:7][CH:4]2[CH2:3][CH2:2][N:1]([C:22]3[CH:29]=[CH:28][C:25]([C:26]#[N:27])=[CH:24][CH:23]=3)[CH2:6][CH2:5]2)[CH2:13][CH2:12]1)=[O:15])([CH3:20])([CH3:19])[CH3:18]. The catalyst class is: 16. (2) Reactant: [CH3:1][CH:2]([C:4]1[N:8]([CH2:9][CH2:10][C@@H:11]([OH:19])[CH2:12][C@@H:13]([OH:18])[CH2:14][C:15]([O-:17])=[O:16])[C:7]([C:20]2[CH:21]=[CH:22][C:23]([F:26])=[CH:24][CH:25]=2)=[C:6]([C:27]2[CH:28]=[CH:29][CH:30]=[CH:31][CH:32]=2)[C:5]=1[C:33]([NH:35][C:36]1[CH:37]=[CH:38][CH:39]=[CH:40][CH:41]=1)=[O:34])[CH3:3].[CH3:3][CH:2]([C:4]1[N:8]([CH2:9][CH2:10][C@@H:11]([OH:19])[CH2:12][C@@H:13]([OH:18])[CH2:14][C:15]([O-:17])=[O:16])[C:7]([C:20]2[CH:25]=[CH:24][C:23]([F:26])=[CH:22][CH:21]=2)=[C:6]([C:27]2[CH:32]=[CH:31][CH:30]=[CH:29][CH:28]=2)[C:5]=1[C:33]([NH:35][C:36]1[CH:41]=[CH:40][CH:39]=[CH:38][CH:37]=1)=[O:34])[CH3:1].[Ca+2]. Product: [CH3:3][CH:2]([C:4]1[N:8]([CH2:9][CH2:10][C@@H:11]([OH:19])[CH2:12][C@@H:13]([OH:18])[CH2:14][C:15]([OH:17])=[O:16])[C:7]([C:20]2[CH:25]=[CH:24][C:23]([F:26])=[CH:22][CH:21]=2)=[C:6]([C:27]2[CH:32]=[CH:31][CH:30]=[CH:29][CH:28]=2)[C:5]=1[C:33]([NH:35][C:36]1[CH:41]=[CH:40][CH:39]=[CH:38][CH:37]=1)=[O:34])[CH3:1]. The catalyst class is: 30. (3) Reactant: [CH3:1][O:2][C:3]1[CH:12]=[C:11]2[C:6]([CH:7]=[CH:8][C:9](=[O:33])[N:10]2[CH2:13][CH2:14][N:15]2[CH2:20][CH2:19][CH2:18][C@@H:17]([CH2:21][NH:22]C(=O)OCC3C=CC=CC=3)[CH2:16]2)=[N:5][CH:4]=1. Product: [NH2:22][CH2:21][C@@H:17]1[CH2:18][CH2:19][CH2:20][N:15]([CH2:14][CH2:13][N:10]2[C:11]3[C:6](=[N:5][CH:4]=[C:3]([O:2][CH3:1])[CH:12]=3)[CH:7]=[CH:8][C:9]2=[O:33])[CH2:16]1. The catalyst class is: 19.